From a dataset of NCI-60 drug combinations with 297,098 pairs across 59 cell lines. Regression. Given two drug SMILES strings and cell line genomic features, predict the synergy score measuring deviation from expected non-interaction effect. Drug 1: CC1CCC2CC(C(=CC=CC=CC(CC(C(=O)C(C(C(=CC(C(=O)CC(OC(=O)C3CCCCN3C(=O)C(=O)C1(O2)O)C(C)CC4CCC(C(C4)OC)O)C)C)O)OC)C)C)C)OC. Drug 2: CC1CCC2CC(C(=CC=CC=CC(CC(C(=O)C(C(C(=CC(C(=O)CC(OC(=O)C3CCCCN3C(=O)C(=O)C1(O2)O)C(C)CC4CCC(C(C4)OC)OCCO)C)C)O)OC)C)C)C)OC. Cell line: HCT116. Synergy scores: CSS=9.47, Synergy_ZIP=-3.48, Synergy_Bliss=-1.89, Synergy_Loewe=0.109, Synergy_HSA=0.773.